Dataset: Reaction yield outcomes from USPTO patents with 853,638 reactions. Task: Predict the reaction yield, written as a fraction of the theoretical maximum amount of product (1.0 means a 100% yield; for example, 0.34 means a 34% yield). (1) The product is [Br:1][C:2]1[N:7]=[C:6]([NH2:8])[C:5]([NH2:9])=[CH:4][CH:3]=1. The catalyst is CN(C=O)C. The reactants are [Br:1][C:2]1[N:7]=[C:6]([NH2:8])[C:5]([N+:9]([O-])=O)=[CH:4][CH:3]=1.[OH-].[Na+]. The yield is 0.440. (2) The reactants are [C:1]([O:5][C:6]([N:8]1[CH2:18][CH2:17][C:11]2([CH2:15][NH:14][C:13](=O)[CH2:12]2)[CH2:10][CH2:9]1)=[O:7])([CH3:4])([CH3:3])[CH3:2].B.C1COCC1. The catalyst is C1COCC1. The product is [C:1]([O:5][C:6]([N:8]1[CH2:9][CH2:10][C:11]2([CH2:15][NH:14][CH2:13][CH2:12]2)[CH2:17][CH2:18]1)=[O:7])([CH3:4])([CH3:2])[CH3:3]. The yield is 1.00. (3) The reactants are [CH:1]([C:3]1[CH:8]=[CH:7][C:6](B(O)O)=[CH:5][CH:4]=1)=[CH2:2].[OH:12][N:13]1[C:21](=[O:22])[C:20]2[C:15](=[CH:16][CH:17]=[CH:18][CH:19]=2)[C:14]1=[O:23].N1C=CC=CC=1. The catalyst is ClCCCl.O.Cl[Cu]. The product is [CH:1]([C:3]1[CH:8]=[CH:7][C:6]([O:12][N:13]2[C:21](=[O:22])[C:20]3[C:15](=[CH:16][CH:17]=[CH:18][CH:19]=3)[C:14]2=[O:23])=[CH:5][CH:4]=1)=[CH2:2]. The yield is 0.630. (4) The reactants are C(=O)([O-])[O-].[Na+].[Na+].[CH3:7][C:8]1[CH:9]=[C:10]([CH:12]=[C:13](B2OC(C)(C)C(C)(C)O2)[CH:14]=1)[NH2:11].Br[C:25]1[S:29][C:28]([C:30]2([OH:34])[CH2:33][CH2:32][CH2:31]2)=[N:27][CH:26]=1. The catalyst is C1C=CC(P(C2C=CC=CC=2)[C-]2C=CC=C2)=CC=1.C1C=CC(P(C2C=CC=CC=2)[C-]2C=CC=C2)=CC=1.Cl[Pd]Cl.[Fe+2]. The product is [NH2:11][C:10]1[CH:12]=[C:13]([C:25]2[S:29][C:28]([C:30]3([OH:34])[CH2:33][CH2:32][CH2:31]3)=[N:27][CH:26]=2)[CH:14]=[C:8]([CH3:7])[CH:9]=1. The yield is 0.920. (5) The reactants are Cl[C:2]1[C:3]2[S:10][C:9]([C:11]([NH2:13])=[O:12])=[CH:8][C:4]=2[N:5]=[CH:6][N:7]=1.FC(F)(F)C(O)=O.FC(F)(F)C(O)=O.[N:28]1([CH2:34][CH2:35][NH:36][S:37]([CH3:40])(=[O:39])=[O:38])[CH2:33][CH2:32][NH:31][CH2:30][CH2:29]1.CCN(C(C)C)C(C)C. The catalyst is CC#N. The product is [CH3:40][S:37]([NH:36][CH2:35][CH2:34][N:28]1[CH2:33][CH2:32][N:31]([C:2]2[C:3]3[S:10][C:9]([C:11]([NH2:13])=[O:12])=[CH:8][C:4]=3[N:5]=[CH:6][N:7]=2)[CH2:30][CH2:29]1)(=[O:38])=[O:39]. The yield is 0.150. (6) The reactants are I[C:2]1[CH:3]=[C:4]([CH:7]=[CH:8][CH:9]=1)[CH:5]=[O:6].[CH3:10][O:11][C:12]1[CH:13]=[C:14]([SH:18])[CH:15]=[CH:16][CH:17]=1.C([O-])([O-])=O.[K+].[K+].C(O)CO. The catalyst is [Cu]I.CC(O)C. The product is [CH3:10][O:11][C:12]1[CH:13]=[C:14]([S:18][C:2]2[CH:3]=[C:4]([CH:7]=[CH:8][CH:9]=2)[CH:5]=[O:6])[CH:15]=[CH:16][CH:17]=1. The yield is 0.850.